Dataset: Full USPTO retrosynthesis dataset with 1.9M reactions from patents (1976-2016). Task: Predict the reactants needed to synthesize the given product. (1) Given the product [C:1]([O:5][C:6]([N:8]1[CH2:9][CH2:10][CH:11]([CH2:14][CH2:15][CH2:16][CH:17]([C:19]2[CH:24]=[CH:23][C:22]([S:25]([CH2:26][F:27])=[O:36])=[CH:21][CH:20]=2)[OH:18])[CH2:12][CH2:13]1)=[O:7])([CH3:4])([CH3:2])[CH3:3], predict the reactants needed to synthesize it. The reactants are: [C:1]([O:5][C:6]([N:8]1[CH2:13][CH2:12][CH:11]([CH2:14][CH2:15][CH2:16][C:17]([C:19]2[CH:24]=[CH:23][C:22]([S:25][CH2:26][F:27])=[CH:21][CH:20]=2)=[O:18])[CH2:10][CH2:9]1)=[O:7])([CH3:4])([CH3:3])[CH3:2].C1C=C(Cl)C=C(C(OO)=[O:36])C=1. (2) The reactants are: [NH2:1][C@@H:2]([CH2:24][C:25]1[CH:30]=[CH:29][CH:28]=[CH:27][CH:26]=1)[CH2:3][C@H:4]([OH:23])[C@@H:5]([NH:13][C:14](=[O:22])[O:15][CH2:16][C:17]1[S:21][CH:20]=[N:19][CH:18]=1)[CH2:6][C:7]1[CH:12]=[CH:11][CH:10]=[CH:9][CH:8]=1.Cl[C:32]([O:34][CH:35]([CH3:37])[CH3:36])=[O:33].C1(C)C=CC=CC=1. Given the product [CH2:24]([C@H:2]([NH:1][C:32](=[O:33])[O:34][CH:35]([CH3:37])[CH3:36])[CH2:3][C@H:4]([OH:23])[C@@H:5]([NH:13][C:14]([O:15][CH2:16][C:17]1[S:21][CH:20]=[N:19][CH:18]=1)=[O:22])[CH2:6][C:7]1[CH:12]=[CH:11][CH:10]=[CH:9][CH:8]=1)[C:25]1[CH:26]=[CH:27][CH:28]=[CH:29][CH:30]=1, predict the reactants needed to synthesize it. (3) Given the product [CH2:1]([O:3][C:4]([C@H:6]1[CH2:10][C@@H:9]([O:11][S:25]([C:22]2[CH:23]=[CH:24][C:19]([CH3:29])=[CH:20][CH:21]=2)(=[O:27])=[O:26])[CH2:8][N:7]1[S:25]([C:22]1[CH:23]=[CH:24][C:17]([CH3:18])=[CH:20][CH:21]=1)(=[O:27])=[O:26])=[O:5])[CH3:2], predict the reactants needed to synthesize it. The reactants are: [CH2:1]([O:3][C:4]([C@H:6]1[CH2:10][C@@H:9]([OH:11])[CH2:8][NH:7]1)=[O:5])[CH3:2].C(N([CH2:17][CH3:18])CC)C.[C:19]1([CH3:29])[CH:24]=[CH:23][C:22]([S:25](Cl)(=[O:27])=[O:26])=[CH:21][CH:20]=1.